This data is from Forward reaction prediction with 1.9M reactions from USPTO patents (1976-2016). The task is: Predict the product of the given reaction. Given the reactants [CH3:1][N:2]1[C:7](=[O:8])[C:6]([NH:9][C:10]2[CH:15]=[CH:14][C:13]([N:16]3[CH2:21][CH2:20][N:19]([CH:22]4[CH2:25][O:24][CH2:23]4)[CH2:18][C@@H:17]3[CH3:26])=[CH:12][N:11]=2)=[CH:5][C:4]([C:27]2[C:32]([CH:33]=[O:34])=[C:31]([N:35]3[CH2:46][CH2:45][C:44]4[C:43]5[CH2:42][C:41]([CH3:48])([CH3:47])[CH2:40][C:39]=5[S:38][C:37]=4[C:36]3=[O:49])[N:30]=[CH:29][CH:28]=2)=[CH:3]1.[BH4-].[Na+], predict the reaction product. The product is: [OH:34][CH2:33][C:32]1[C:31]([N:35]2[CH2:46][CH2:45][C:44]3[C:43]4[CH2:42][C:41]([CH3:48])([CH3:47])[CH2:40][C:39]=4[S:38][C:37]=3[C:36]2=[O:49])=[N:30][CH:29]=[CH:28][C:27]=1[C:4]1[CH:5]=[C:6]([NH:9][C:10]2[CH:15]=[CH:14][C:13]([N:16]3[CH2:21][CH2:20][N:19]([CH:22]4[CH2:25][O:24][CH2:23]4)[CH2:18][C@@H:17]3[CH3:26])=[CH:12][N:11]=2)[C:7](=[O:8])[N:2]([CH3:1])[CH:3]=1.